From a dataset of Reaction yield outcomes from USPTO patents with 853,638 reactions. Predict the reaction yield, written as a fraction of the theoretical maximum amount of product (1.0 means a 100% yield; for example, 0.34 means a 34% yield). The reactants are [NH2:1][C:2]1[CH:3]=[C:4]([CH:9]2[CH2:14][CH2:13][N:12]([CH2:15][CH2:16][N:17]([CH3:25])C(=O)OC(C)(C)C)[CH2:11][CH2:10]2)[CH:5]=[CH:6][C:7]=1[NH2:8].[CH3:26][O:27][C:28]1[N:35]=[CH:34][CH:33]=[CH:32][C:29]=1[CH:30]=O. The catalyst is CO. The yield is 0.270. The product is [CH3:26][O:27][C:28]1[C:29]([C:30]2[NH:1][C:2]3[CH:3]=[C:4]([CH:9]4[CH2:10][CH2:11][N:12]([CH2:15][CH2:16][NH:17][CH3:25])[CH2:13][CH2:14]4)[CH:5]=[CH:6][C:7]=3[N:8]=2)=[CH:32][CH:33]=[CH:34][N:35]=1.